This data is from Forward reaction prediction with 1.9M reactions from USPTO patents (1976-2016). The task is: Predict the product of the given reaction. (1) The product is: [F:1][C:2]1[CH:3]=[C:4]([C:8]2[N:17]=[C:16]([NH:19][C:20]3[CH:25]=[CH:24][N:23]=[CH:22][CH:21]=3)[C:15]3[C:10](=[N:11][CH:12]=[CH:13][N:14]=3)[N:9]=2)[CH:5]=[CH:6][CH:7]=1. Given the reactants [F:1][C:2]1[CH:3]=[C:4]([C:8]2[NH:17][C:16](=O)[C:15]3[C:10](=[N:11][CH:12]=[CH:13][N:14]=3)[N:9]=2)[CH:5]=[CH:6][CH:7]=1.[NH2:19][C:20]1[CH:25]=[CH:24][N:23]=[CH:22][CH:21]=1.C(N(C1C=CN=CC=1)C1C2C(=NC=CN=2)N=C(C2C=C(Br)C=CC=2F)N=1)CCC, predict the reaction product. (2) The product is: [C:37]1([P:30](=[O:4])([C:24]2[CH:25]=[CH:26][CH:27]=[CH:28][CH:29]=2)[C:31]2[CH:36]=[CH:35][CH:34]=[CH:33][CH:32]=2)[CH:38]=[CH:39][CH:40]=[CH:41][CH:42]=1. Given the reactants CC([O:4]C(/N=N/C(OC(C)C)=O)=O)C.OCCC1N=CSC=1C.[C:24]1([P:30]([C:37]2[CH:42]=[CH:41][CH:40]=[CH:39][CH:38]=2)[C:31]2[CH:36]=[CH:35][CH:34]=[CH:33][CH:32]=2)[CH:29]=[CH:28][CH:27]=[CH:26][CH:25]=1, predict the reaction product.